From a dataset of Catalyst prediction with 721,799 reactions and 888 catalyst types from USPTO. Predict which catalyst facilitates the given reaction. (1) Reactant: [Cl:1][C:2]1[N:6]=[C:5](Cl)[S:4][N:3]=1.C(=O)([O-])[O-].[Cs+].[Cs+].[CH2:14]([NH:16][C:17]([NH:19][C:20]1[S:21][C:22]2[C:28]([C:29]3[CH:34]=[CH:33][CH:32]=[CH:31][N:30]=3)=[CH:27][C:26](B(O)O)=[CH:25][C:23]=2[N:24]=1)=[O:18])[CH3:15]. Product: [Cl:1][C:2]1[N:6]=[C:5]([C:26]2[CH:27]=[C:28]([C:29]3[CH:34]=[CH:33][CH:32]=[CH:31][N:30]=3)[C:22]3[S:21][C:20]([NH:19][C:17]([NH:16][CH2:14][CH3:15])=[O:18])=[N:24][C:23]=3[CH:25]=2)[S:4][N:3]=1. The catalyst class is: 20. (2) The catalyst class is: 2. Reactant: [CH3:1][C:2]([CH3:7])([CH3:6])[C:3](Cl)=[O:4].[NH2:8][C:9]1[CH:14]=[CH:13][C:12]([S:15]([N:18]([C:20]2[CH:39]=[CH:38][C:23]3[N:24]([CH2:31][CH:32]4[CH2:37][CH2:36][O:35][CH2:34][CH2:33]4)[C:25]([C:27]([F:30])([F:29])[CH3:28])=[N:26][C:22]=3[CH:21]=2)[CH3:19])(=[O:17])=[O:16])=[CH:11][CH:10]=1.CCN(CC)CC. Product: [F:29][C:27]([C:25]1[N:24]([CH2:31][CH:32]2[CH2:33][CH2:34][O:35][CH2:36][CH2:37]2)[C:23]2[CH:38]=[CH:39][C:20]([N:18]([CH3:19])[S:15]([C:12]3[CH:11]=[CH:10][C:9]([NH:8][C:3](=[O:4])[C:2]([CH3:7])([CH3:6])[CH3:1])=[CH:14][CH:13]=3)(=[O:17])=[O:16])=[CH:21][C:22]=2[N:26]=1)([F:30])[CH3:28]. (3) Reactant: C([O:8][N:9]([CH2:12][C:13]1[CH:18]=[C:17]([Cl:19])[C:16]([O:20][CH2:21][CH2:22][CH2:23][CH3:24])=[C:15]([Cl:25])[CH:14]=1)[CH:10]=[O:11])C1C=CC=CC=1. Product: [CH2:21]([O:20][C:16]1[C:15]([Cl:25])=[CH:14][C:13]([CH2:12][N:9]([OH:8])[CH:10]=[O:11])=[CH:18][C:17]=1[Cl:19])[CH2:22][CH2:23][CH3:24]. The catalyst class is: 19. (4) Reactant: Cl[C:2]1[CH:7]=[C:6]([CH:8]2[CH2:10][CH2:9]2)[N:5]=[C:4]([C:11]2[CH:16]=[CH:15][CH:14]=[C:13]([Cl:17])[CH:12]=2)[N:3]=1.[NH2:18][C:19]1[CH:24]=[CH:23][C:22]([CH2:25][C:26]([NH2:28])=[O:27])=[CH:21][CH:20]=1. Product: [Cl:17][C:13]1[CH:12]=[C:11]([C:4]2[N:3]=[C:2]([NH:18][C:19]3[CH:20]=[CH:21][C:22]([CH2:25][C:26]([NH2:28])=[O:27])=[CH:23][CH:24]=3)[CH:7]=[C:6]([CH:8]3[CH2:10][CH2:9]3)[N:5]=2)[CH:16]=[CH:15][CH:14]=1. The catalyst class is: 179. (5) The catalyst class is: 70. Product: [CH3:15][C@H:10]1[O:11][CH2:12][C@@H:13]([CH3:14])[N:8]([C:6]2[N:5]=[C:4]([NH:16][CH3:17])[N:3]=[C:2]([C:25]3[CH:24]=[CH:23][C:20]([C:21]#[N:22])=[C:19]([F:18])[CH:26]=3)[CH:7]=2)[CH2:9]1. Reactant: Cl[C:2]1[CH:7]=[C:6]([N:8]2[C@H:13]([CH3:14])[CH2:12][O:11][C@H:10]([CH3:15])[CH2:9]2)[N:5]=[C:4]([NH:16][CH3:17])[N:3]=1.[F:18][C:19]1[CH:26]=[C:25](B2OC(C)(C)C(C)(C)O2)[CH:24]=[CH:23][C:20]=1[C:21]#[N:22].C([O-])([O-])=O.[Na+].[Na+]. (6) Reactant: [N:1]([CH2:4][C:5]1[C:6]([CH3:15])=[N:7][C:8]([CH3:14])=[C:9]([C:11]([CH3:13])=[CH2:12])[CH:10]=1)=[N+]=[N-]. Product: [CH3:15][C:6]1[C:5]([CH2:4][NH2:1])=[CH:10][C:9]([C:11]([CH3:13])=[CH2:12])=[C:8]([CH3:14])[N:7]=1. The catalyst class is: 19.